From a dataset of Reaction yield outcomes from USPTO patents with 853,638 reactions. Predict the reaction yield, written as a fraction of the theoretical maximum amount of product (1.0 means a 100% yield; for example, 0.34 means a 34% yield). (1) The reactants are [CH2:1]([C:5]1[N:6]=[C:7]([CH3:27])[NH:8][C:9](=[O:26])[C:10]=1[CH2:11][C:12]1[CH:17]=[CH:16][C:15]([C:18]2[C:19]([C:24]#[N:25])=[CH:20][CH:21]=[CH:22][CH:23]=2)=[CH:14][CH:13]=1)[CH2:2][CH2:3][CH3:4].N(C(N1CCCCC1)=O)=NC(N1CCCCC1)=O.C(P(CCCC)CCCC)CCC.[C:59]1([C:65]2[S:66][C:67]([CH2:70]O)=[CH:68][N:69]=2)[CH:64]=[CH:63][CH:62]=[CH:61][CH:60]=1. The catalyst is C(OCC)(=O)C.O1CCCC1. The product is [CH2:1]([C:5]1[N:6]=[C:7]([CH3:27])[N:8]([CH2:70][C:67]2[S:66][C:65]([C:59]3[CH:60]=[CH:61][CH:62]=[CH:63][CH:64]=3)=[N:69][CH:68]=2)[C:9](=[O:26])[C:10]=1[CH2:11][C:12]1[CH:17]=[CH:16][C:15]([C:18]2[C:19]([C:24]#[N:25])=[CH:20][CH:21]=[CH:22][CH:23]=2)=[CH:14][CH:13]=1)[CH2:2][CH2:3][CH3:4]. The yield is 0.630. (2) The reactants are [CH:1]([N:4]1[C:13]2[C:8](=[CH:9][CH:10]=[C:11]([CH3:14])[CH:12]=2)[CH2:7][CH2:6][CH2:5]1)([CH3:3])[CH3:2].[Br-:15].[Br-].[Br-].C([N+](CCCC)(CCCC)CCCC)CCC.C([N+](CCCC)(CCCC)CCCC)CCC.C([N+](CCCC)(CCCC)CCCC)CCC. The catalyst is ClCCl. The product is [Br:15][C:10]1[CH:9]=[C:8]2[C:13](=[CH:12][C:11]=1[CH3:14])[N:4]([CH:1]([CH3:3])[CH3:2])[CH2:5][CH2:6][CH2:7]2. The yield is 0.670. (3) The reactants are N[C:2]1[CH:9]=[C:8]([CH3:10])[C:5]([C:6]#[N:7])=[C:4]([CH3:11])[N:3]=1.N([O-])=[O:13].[Na+]. The catalyst is S(=O)(=O)(O)O.O. The product is [OH:13][C:2]1[CH:9]=[C:8]([CH3:10])[C:5]([C:6]#[N:7])=[C:4]([CH3:11])[N:3]=1. The yield is 0.450. (4) The reactants are FC(F)(F)C(O)=O.[C:8]([S:11][CH:12]1[CH2:17][CH2:16][NH:15][CH2:14]/[C:13]/1=[CH:18]\[C:19]1[N:23]([CH2:24][C:25]([O:27][CH3:28])=[O:26])[N:22]=[N:21][CH:20]=1)(=[O:10])[CH3:9].Br[CH:30]([C:36]1[CH:41]=[CH:40][CH:39]=[CH:38][C:37]=1[F:42])[C:31]([CH:33]1[CH2:35][CH2:34]1)=[O:32].[ClH:43]. The catalyst is C(N(CC)CC)C. The product is [ClH:43].[C:8]([S:11][CH:12]1[CH2:17][CH2:16][N:15]([CH:30]([C:36]2[CH:41]=[CH:40][CH:39]=[CH:38][C:37]=2[F:42])[C:31]([CH:33]2[CH2:34][CH2:35]2)=[O:32])[CH2:14]/[C:13]/1=[CH:18]\[C:19]1[N:23]([CH2:24][C:25]([O:27][CH3:28])=[O:26])[N:22]=[N:21][CH:20]=1)(=[O:10])[CH3:9]. The yield is 0.500. (5) The reactants are C(OC([N:8]1[CH2:12][C@H:11](OC2C=CN=C([Cl:20])N=2)[CH2:10][C@H:9]1[C:21]([OH:23])=[O:22])=O)(C)(C)C.[CH:24]1(S([C@@]2(NC(=O)O)C[C@]2(C(N)=O)C=C)(=O)=O)CC1.CCN(C(C)C)C(C)C.C1C=CC2N(O)N=NC=2C=1.CN(C(ON1N=NC2C=CC=CC1=2)=[N+](C)C)C.F[P-](F)(F)(F)(F)F. The catalyst is CC#N. The product is [ClH:20].[CH3:24][O:23][C:21]([C:9]1([NH2:8])[CH2:10][CH2:11][CH2:12]1)=[O:22]. The yield is 0.410.